From a dataset of Full USPTO retrosynthesis dataset with 1.9M reactions from patents (1976-2016). Predict the reactants needed to synthesize the given product. Given the product [CH3:1][N:2]([CH3:13])[C:3]1[CH:10]=[CH:9][C:6]([CH:7]([OH:8])[CH2:18][CH2:17][CH2:16][CH:15]=[CH2:14])=[C:5]([CH:11]=[CH2:12])[CH:4]=1, predict the reactants needed to synthesize it. The reactants are: [CH3:1][N:2]([CH3:13])[C:3]1[CH:10]=[CH:9][C:6]([CH:7]=[O:8])=[C:5]([CH:11]=[CH2:12])[CH:4]=1.[CH2:14]([Mg]Br)[CH2:15][CH2:16][CH:17]=[CH2:18].